Task: Regression. Given a peptide amino acid sequence and an MHC pseudo amino acid sequence, predict their binding affinity value. This is MHC class II binding data.. Dataset: Peptide-MHC class II binding affinity with 134,281 pairs from IEDB (1) The peptide sequence is KKKVPWDQVVMTSLALV. The MHC is HLA-DQA10501-DQB10302 with pseudo-sequence HLA-DQA10501-DQB10302. The binding affinity (normalized) is 0.444. (2) The peptide sequence is EKKYFAATQFEWLAA. The MHC is HLA-DQA10301-DQB10302 with pseudo-sequence HLA-DQA10301-DQB10302. The binding affinity (normalized) is 0.415. (3) The peptide sequence is LDLAVNAAVDAGIHF. The MHC is DRB5_0101 with pseudo-sequence DRB5_0101. The binding affinity (normalized) is 0.0861. (4) The peptide sequence is LLSPVRVSNYNLIIM. The MHC is DRB1_1302 with pseudo-sequence DRB1_1302. The binding affinity (normalized) is 0.886. (5) The MHC is DRB1_1302 with pseudo-sequence DRB1_1302. The binding affinity (normalized) is 0.788. The peptide sequence is SQDLELSWNLNGVQAY. (6) The peptide sequence is PRARYGLVHVANNNY. The binding affinity (normalized) is 0.411. The MHC is DRB1_1101 with pseudo-sequence DRB1_1101.